Dataset: Experimental lipophilicity measurements (octanol/water distribution) for 4,200 compounds from AstraZeneca. Task: Regression/Classification. Given a drug SMILES string, predict its absorption, distribution, metabolism, or excretion properties. Task type varies by dataset: regression for continuous measurements (e.g., permeability, clearance, half-life) or binary classification for categorical outcomes (e.g., BBB penetration, CYP inhibition). For this dataset (lipophilicity_astrazeneca), we predict Y. The compound is CCCNC(=O)c1nnc2c(-c3cnccc3OC)cccc2c1N. The Y is 2.83 logD.